Dataset: Catalyst prediction with 721,799 reactions and 888 catalyst types from USPTO. Task: Predict which catalyst facilitates the given reaction. (1) Product: [Br:1][C:2]1[C:7]([CH2:8][O:9][CH2:48][O:49][CH3:50])=[CH:6][C:5]([N:10]([C:15]2[C:34]([CH:35]3[CH2:37][CH2:36]3)=[CH:33][C:18]3[C:19]([C:29]([NH:31][CH3:32])=[O:30])=[C:20]([C:22]4[CH:23]=[CH:24][C:25]([F:28])=[CH:26][CH:27]=4)[O:21][C:17]=3[CH:16]=2)[S:11]([CH3:14])(=[O:13])=[O:12])=[CH:4][C:3]=1[F:38]. The catalyst class is: 1. Reactant: [Br:1][C:2]1[C:7]([CH2:8][OH:9])=[CH:6][C:5]([N:10]([C:15]2[C:34]([CH:35]3[CH2:37][CH2:36]3)=[CH:33][C:18]3[C:19]([C:29]([NH:31][CH3:32])=[O:30])=[C:20]([C:22]4[CH:27]=[CH:26][C:25]([F:28])=[CH:24][CH:23]=4)[O:21][C:17]=3[CH:16]=2)[S:11]([CH3:14])(=[O:13])=[O:12])=[CH:4][C:3]=1[F:38].CCN(C(C)C)C(C)C.[CH2:48](Cl)[O:49][CH3:50]. (2) Reactant: F[C:2](F)(F)C(O)=O.ClCCl.CS(C1C=[C:17]2[C:21](=[CH:22]C=1)[N:20]([C:24]1N=CN=C(OC3CCN(C(OC(C)(C)C)=O)CC3)[CH:25]=1)[CH2:19][CH2:18]2)(=O)=O. Product: [CH:21]([N:20]([CH:24]([CH3:25])[CH3:2])[CH2:19][CH3:18])([CH3:17])[CH3:22]. The catalyst class is: 1. (3) Reactant: [CH2:1]([O:3][C:4]([C:6]1[C:10]([CH3:11])=[CH:9][NH:8][C:7]=1[CH2:12][C:13]([OH:15])=O)=[O:5])[CH3:2].Cl.C(N=C=NC[CH2:23][CH2:24][N:25]([CH3:27])[CH3:26])C.O[N:29]1[C:33]2C=CC=CC=2N=N1.O.CN(C)[CH:41]=[O:42]. Product: [CH2:1]([O:3][C:4]([C:6]1[C:10]([CH3:11])=[CH:9][NH:8][C:7]=1[CH2:12][C:13](=[O:15])[NH:29][CH2:33][CH2:27][N:25]1[CH2:24][CH2:23][O:42][CH2:41][CH2:26]1)=[O:5])[CH3:2]. The catalyst class is: 4. (4) Reactant: F[CH:2]([O:7][C:8]([F:23])([F:22])[C:9]([F:21])([F:20])[C:10]([F:19])([F:18])[C:11]([F:17])([F:16])[S:12]([O-:15])(=[O:14])=[O:13])[C:3]([F:6])([F:5])[F:4].[CH3:24][C:25]1[CH:26]=[C:27]([S+:33]([CH3:35])[CH3:34])[CH:28]=[C:29]([CH3:32])[C:30]=1[OH:31].[C:36](OC(=O)C)(=[O:38])[CH3:37].C(=O)([O-])[O-].[K+].[K+]. Product: [F:6][C:3]([F:4])([F:5])[CH2:2][O:7][C:8]([F:22])([F:23])[C:9]([F:20])([F:21])[C:10]([F:18])([F:19])[C:11]([F:16])([F:17])[S:12]([O-:15])(=[O:14])=[O:13].[CH3:24][C:25]1[CH:26]=[C:27]([S+:33]([CH3:35])[CH3:34])[CH:28]=[C:29]([CH3:32])[C:30]=1[O:31][C:36](=[O:38])[CH3:37]. The catalyst class is: 21. (5) Reactant: [CH3:1][O:2][C:3](=[O:24])[C:4]1[CH:9]=[CH:8][C:7]([CH2:10][O:11][C:12]2[CH:17]=[C:16]([CH3:18])[C:15]([CH3:19])=[CH:14][C:13]=2[N+:20]([O-])=O)=[C:6]([CH3:23])[CH:5]=1.C(O)(=O)C. Product: [CH3:1][O:2][C:3](=[O:24])[C:4]1[CH:9]=[CH:8][C:7]([CH2:10][O:11][C:12]2[CH:17]=[C:16]([CH3:18])[C:15]([CH3:19])=[CH:14][C:13]=2[NH2:20])=[C:6]([CH3:23])[CH:5]=1. The catalyst class is: 150. (6) Reactant: [CH2:1]([OH:5])[CH2:2][CH2:3][CH3:4].[CH3:6][N:7]1[C:11]([N:12]2[C:16]3=[N:17][CH:18]=[C:19]([C:21]([F:24])([F:23])[F:22])[CH:20]=[C:15]3[CH:14]=[CH:13]2)=[C:10]([CH2:25][CH2:26][S:27]([NH2:30])(=[O:29])=[O:28])[C:9]([CH3:31])=[N:8]1.N12CCCN=C1CCCCC2.[Cl-].[NH4+].CN(C)[CH:47]=[O:48]. Product: [CH3:6][N:7]1[C:11]([N:12]2[C:16]3=[N:17][CH:18]=[C:19]([C:21]([F:23])([F:22])[F:24])[CH:20]=[C:15]3[CH:14]=[CH:13]2)=[C:10]([CH2:25][CH2:26][S:27]([NH:30][C:47](=[O:48])[O:5][CH2:1][CH2:2][CH2:3][CH3:4])(=[O:28])=[O:29])[C:9]([CH3:31])=[N:8]1. The catalyst class is: 277.